Dataset: Forward reaction prediction with 1.9M reactions from USPTO patents (1976-2016). Task: Predict the product of the given reaction. Given the reactants C(OC([N:8]1[CH2:12][CH2:11][CH2:10][CH:9]1[C:13]1[NH:14][C:15]([C:18]2[C:27]3[C:22](=[CH:23][CH:24]=[CH:25][CH:26]=3)[C:21]([Br:28])=[CH:20][CH:19]=2)=[CH:16][N:17]=1)=O)(C)(C)C.FC(F)(F)C(O)=O, predict the reaction product. The product is: [Br:28][C:21]1[C:22]2[C:27](=[CH:26][CH:25]=[CH:24][CH:23]=2)[C:18]([C:15]2[NH:14][C:13]([CH:9]3[CH2:10][CH2:11][CH2:12][NH:8]3)=[N:17][CH:16]=2)=[CH:19][CH:20]=1.